The task is: Predict the reactants needed to synthesize the given product.. This data is from Full USPTO retrosynthesis dataset with 1.9M reactions from patents (1976-2016). The reactants are: Cl[C:2]1[C:3](=[O:19])[N:4](C2CCCCO2)[N:5]=[CH:6][C:7]=1[O:8][CH:9]1[CH2:12][CH2:11][CH2:10]1.C[O:21][C:22](=[O:31])[CH:23](Br)[CH2:24][CH:25]1[CH2:29][CH2:28][CH2:27][CH2:26]1. Given the product [CH:9]1([O:8][C:7]2[CH:6]=[N:5][N:4]([CH:23]([CH2:24][CH:25]3[CH2:29][CH2:28][CH2:27][CH2:26]3)[C:22]([OH:21])=[O:31])[C:3](=[O:19])[CH:2]=2)[CH2:12][CH2:11][CH2:10]1, predict the reactants needed to synthesize it.